This data is from Merck oncology drug combination screen with 23,052 pairs across 39 cell lines. The task is: Regression. Given two drug SMILES strings and cell line genomic features, predict the synergy score measuring deviation from expected non-interaction effect. (1) Drug 1: CCN(CC)CCNC(=O)c1c(C)[nH]c(C=C2C(=O)Nc3ccc(F)cc32)c1C. Drug 2: O=C(NOCC(O)CO)c1ccc(F)c(F)c1Nc1ccc(I)cc1F. Cell line: A2058. Synergy scores: synergy=16.8. (2) Drug 2: C=CCn1c(=O)c2cnc(Nc3ccc(N4CCN(C)CC4)cc3)nc2n1-c1cccc(C(C)(C)O)n1. Drug 1: COc1cccc2c1C(=O)c1c(O)c3c(c(O)c1C2=O)CC(O)(C(=O)CO)CC3OC1CC(N)C(O)C(C)O1. Cell line: RPMI7951. Synergy scores: synergy=-3.71.